From a dataset of Full USPTO retrosynthesis dataset with 1.9M reactions from patents (1976-2016). Predict the reactants needed to synthesize the given product. (1) Given the product [CH3:1][C:2]1[N:6]=[C:5]([NH:7][C:15](=[O:16])[CH:14]([C:8]2[CH:13]=[CH:12][CH:11]=[CH:10][CH:9]=2)[C:18]2[CH:23]=[CH:22][CH:21]=[CH:20][CH:19]=2)[O:4][N:3]=1, predict the reactants needed to synthesize it. The reactants are: [CH3:1][C:2]1[N:6]=[C:5]([NH2:7])[O:4][N:3]=1.[C:8]1([CH:14]([C:18]2[CH:23]=[CH:22][CH:21]=[CH:20][CH:19]=2)[C:15](Cl)=[O:16])[CH:13]=[CH:12][CH:11]=[CH:10][CH:9]=1. (2) Given the product [C:6]([N:9]1[CH2:10][CH:11]=[C:12]([Sn:15]([CH2:24][CH2:25][CH2:26][CH3:27])([CH2:16][CH2:17][CH2:18][CH3:19])[CH2:20][CH2:21][CH2:22][CH3:23])[CH2:13][CH2:14]1)(=[O:8])[CH3:7], predict the reactants needed to synthesize it. The reactants are: S(Cl)(C)(=O)=O.[C:6]([N:9]1[CH2:14][CH2:13][C:12](O)([Sn:15]([CH2:24][CH2:25][CH2:26][CH3:27])([CH2:20][CH2:21][CH2:22][CH3:23])[CH2:16][CH2:17][CH2:18][CH3:19])[CH2:11][CH2:10]1)(=[O:8])[CH3:7].C(N(CC)CC)C.[Na+].[Cl-]. (3) The reactants are: [CH3:1][N:2]1[CH:6]=[C:5]([C:7]2[CH:12]=[CH:11][C:10]([C:13]3[C:22]4[C:17](=[CH:18][CH:19]=[C:20]([S:23][CH3:24])[CH:21]=4)[CH:16]=[N:15][CH:14]=3)=[CH:9][CH:8]=2)[CH:4]=[N:3]1.C[OH:26]. Given the product [CH3:24][S:23]([C:20]1[CH:21]=[C:22]2[C:17](=[CH:18][CH:19]=1)[CH:16]=[N:15][CH:14]=[C:13]2[C:10]1[CH:11]=[CH:12][C:7]([C:5]2[CH:4]=[N:3][N:2]([CH3:1])[CH:6]=2)=[CH:8][CH:9]=1)=[O:26], predict the reactants needed to synthesize it. (4) Given the product [F:27][C:28]([F:32])([F:31])[CH2:29][NH:30][C:3]([C:5]1[N:6]([CH3:26])[N:7]=[C:8]([O:10][CH2:11][C:12]2[C:13]([C:19]3[CH:20]=[CH:21][C:22]([Cl:25])=[CH:23][CH:24]=3)=[N:14][O:15][C:16]=2[CH2:17][OH:18])[CH:9]=1)=[O:2], predict the reactants needed to synthesize it. The reactants are: C[O:2][C:3]([C:5]1[N:6]([CH3:26])[N:7]=[C:8]([O:10][CH2:11][C:12]2[C:13]([C:19]3[CH:24]=[CH:23][C:22]([Cl:25])=[CH:21][CH:20]=3)=[N:14][O:15][C:16]=2[CH2:17][OH:18])[CH:9]=1)=O.[F:27][C:28]([F:32])([F:31])[CH2:29][NH2:30]. (5) Given the product [C:1]([O:5][C:6](=[O:7])[NH:8][CH:9]1[CH2:13][CH2:12][C@:11]([CH2:17][O:18][CH2:19][CH3:20])([C:14]([N:34]2[CH2:35][CH2:36][N:31]([C:27]3[CH:26]=[C:25]([C:24]([F:38])([F:23])[F:37])[CH:30]=[CH:29][N:28]=3)[CH2:32][CH2:33]2)=[O:16])[CH2:10]1)([CH3:2])([CH3:3])[CH3:4], predict the reactants needed to synthesize it. The reactants are: [C:1]([O:5][C:6]([NH:8][CH:9]1[CH2:13][CH2:12][C@:11]([CH2:17][O:18][CH2:19][CH3:20])([C:14]([OH:16])=O)[CH2:10]1)=[O:7])([CH3:4])([CH3:3])[CH3:2].Cl.Cl.[F:23][C:24]([F:38])([F:37])[C:25]1[CH:30]=[CH:29][N:28]=[C:27]([N:31]2[CH2:36][CH2:35][NH:34][CH2:33][CH2:32]2)[CH:26]=1.C(N(CC)CC)C.F[P-](F)(F)(F)(F)F.N1(OC(N(C)C)=[N+](C)C)C2C=CC=CC=2N=N1. (6) Given the product [F:1][C:2]([F:7])([F:6])[C:3]([OH:5])=[O:4].[Cl:15][C:16]1[CH:17]=[N:18][C:19]2[NH:20][C:21]3[CH:22]=[CH:23][CH:24]=[C:25]([CH:46]=3)[CH2:26][CH2:27][C:28]3[CH:36]=[C:32]([NH:33][C:34]=1[N:35]=2)[CH:31]=[CH:30][C:29]=3[NH:37][C:38]([CH:40]1[CH2:45][CH2:44][CH2:43][N:42]([C:48]([NH:47][CH2:50][CH3:51])=[O:49])[CH2:41]1)=[O:39], predict the reactants needed to synthesize it. The reactants are: [F:1][C:2]([F:7])([F:6])[C:3]([OH:5])=[O:4].FC(F)(F)C(O)=O.[Cl:15][C:16]1[CH:17]=[N:18][C:19]2[NH:20][C:21]3[CH:22]=[CH:23][CH:24]=[C:25]([CH:46]=3)[CH2:26][CH2:27][C:28]3[CH:36]=[C:32]([NH:33][C:34]=1[N:35]=2)[CH:31]=[CH:30][C:29]=3[NH:37][C:38]([CH:40]1[CH2:45][CH2:44][CH2:43][NH:42][CH2:41]1)=[O:39].[N:47]([CH2:50][CH3:51])=[C:48]=[O:49]. (7) The reactants are: [O:1]1[CH2:6][CH2:5][CH:4]([O:7][C:8]2[C:17]3[C:12](=[CH:13][CH:14]=[CH:15][CH:16]=3)[C:11]([NH2:18])=[CH:10][CH:9]=2)[CH2:3][CH2:2]1.[NH2:19][C:20]1[C:21]([O:35][CH3:36])=[C:22]([NH:30][S:31]([CH3:34])(=[O:33])=[O:32])[CH:23]=[C:24]([C:26]([CH3:29])([CH3:28])[CH3:27])[CH:25]=1.C(C1C=CC(OC)=C(N[C:48](NC2C3C(=CC=CC=3)C(OC3C=CN=C(C#N)N=3)=CC=2)=[O:49])C=1)(C)(C)C. Given the product [C:26]([C:24]1[CH:25]=[C:20]([NH:19][C:48]([NH:18][C:11]2[C:12]3[C:17](=[CH:16][CH:15]=[CH:14][CH:13]=3)[C:8]([O:7][CH:4]3[CH2:5][CH2:6][O:1][CH2:2][CH2:3]3)=[CH:9][CH:10]=2)=[O:49])[C:21]([O:35][CH3:36])=[C:22]([NH:30][S:31]([CH3:34])(=[O:33])=[O:32])[CH:23]=1)([CH3:28])([CH3:29])[CH3:27], predict the reactants needed to synthesize it. (8) Given the product [C:22]1([N:17]2[CH:21]=[CH:19][CH:20]=[C:16]2[C:14]([N:11]2[CH2:12][CH2:13][N:8]([C:4]3[CH:3]=[C:2]([CH:7]=[CH:6][CH:5]=3)[C:37]([NH2:39])=[O:38])[CH2:9][CH2:10]2)=[O:15])[CH:27]=[CH:26][CH:25]=[CH:24][CH:23]=1, predict the reactants needed to synthesize it. The reactants are: Cl[C:2]1[CH:3]=[C:4]([N:8]2[CH2:13][CH2:12][N:11]([C:14]([C:16]3[N:17]([C:22]4[CH:27]=[CH:26][CH:25]=[CH:24][CH:23]=4)N=[C:19]([CH3:21])[CH:20]=3)=[O:15])[CH2:10][CH2:9]2)[CH:5]=[CH:6][CH:7]=1.N1(C2C=C(C=CC=2)[C:37]([NH2:39])=[O:38])CCNCC1.C1(N2C=CC=C2C(O)=O)C=CC=CC=1. (9) Given the product [C:24]([O:23][C:21]([N:5]([CH2:6][C:7]1[CH:16]=[CH:15][C:10]([C:11]([O:13][CH3:14])=[O:12])=[CH:9][C:8]=1[N+:17]([O-:19])=[O:18])[CH2:4][C:3]([O:2][CH3:1])=[O:20])=[O:22])([CH3:27])([CH3:26])[CH3:25], predict the reactants needed to synthesize it. The reactants are: [CH3:1][O:2][C:3](=[O:20])[CH2:4][NH:5][CH2:6][C:7]1[CH:16]=[CH:15][C:10]([C:11]([O:13][CH3:14])=[O:12])=[CH:9][C:8]=1[N+:17]([O-:19])=[O:18].[C:21](O[C:21]([O:23][C:24]([CH3:27])([CH3:26])[CH3:25])=[O:22])([O:23][C:24]([CH3:27])([CH3:26])[CH3:25])=[O:22].